Predict the reaction yield, written as a fraction of the theoretical maximum amount of product (1.0 means a 100% yield; for example, 0.34 means a 34% yield). From a dataset of Reaction yield outcomes from USPTO patents with 853,638 reactions. (1) The reactants are C([O-])([O-])=O.[K+].[K+].[C:7]1([SH:13])[CH:12]=[CH:11][CH:10]=[CH:9][CH:8]=1.Cl[CH2:15][C:16](=[O:18])[CH3:17]. The catalyst is CN(C=O)C. The product is [C:7]1([S:13][CH2:15][C:16](=[O:18])[CH3:17])[CH:12]=[CH:11][CH:10]=[CH:9][CH:8]=1. The yield is 0.930. (2) The reactants are [NH2:1][C:2]1[N:7]=[CH:6][N:5]=[C:4]2[N:8]([CH2:25][C@@H:26]3[CH2:30][CH2:29][CH2:28][N:27]3[C:31](=[O:35])[CH2:32][C:33]#[N:34])[N:9]=[C:10]([C:11]3[CH:16]=[CH:15][C:14]([O:17][C:18]4[CH:23]=[CH:22][CH:21]=[CH:20][CH:19]=4)=[CH:13][C:12]=3[F:24])[C:3]=12.[CH:36]1([CH:39]=O)[CH2:38][CH2:37]1.N1CCCCC1. The catalyst is C(O)C. The product is [NH2:1][C:2]1[N:7]=[CH:6][N:5]=[C:4]2[N:8]([CH2:25][C@@H:26]3[CH2:30][CH2:29][CH2:28][N:27]3[C:31]([C:32](=[CH:39][CH:36]3[CH2:38][CH2:37]3)[C:33]#[N:34])=[O:35])[N:9]=[C:10]([C:11]3[CH:16]=[CH:15][C:14]([O:17][C:18]4[CH:19]=[CH:20][CH:21]=[CH:22][CH:23]=4)=[CH:13][C:12]=3[F:24])[C:3]=12. The yield is 0.550. (3) The reactants are [CH3:1][O:2][C:3]1[CH:4]=[C:5]2[C:9](=[CH:10][C:11]=1[O:12][CH3:13])[C:8](=[O:14])[CH2:7][CH2:6]2.[CH2:15]([N:22]1[CH2:27][CH2:26][CH:25]([CH:28]=O)[CH2:24][CH2:23]1)[C:16]1[CH:21]=[CH:20][CH:19]=[CH:18][CH:17]=1.[OH-].[K+]. The catalyst is [Cl-].C([N+](CC)(CC)CC)C1C=CC=CC=1.C1(C)C=CC=CC=1.O. The product is [CH2:15]([N:22]1[CH2:27][CH2:26][CH:25]([CH:28]=[C:7]2[CH2:6][C:5]3[C:9](=[CH:10][C:11]([O:12][CH3:13])=[C:3]([O:2][CH3:1])[CH:4]=3)[C:8]2=[O:14])[CH2:24][CH2:23]1)[C:16]1[CH:21]=[CH:20][CH:19]=[CH:18][CH:17]=1. The yield is 1.00. (4) The reactants are Cl[C:2]1[N:7]=[N:6][C:5]([C:8]([NH2:10])=[O:9])=[C:4]([NH:11][C:12]2[CH:17]=[CH:16][CH:15]=[C:14]([O:18][CH2:19][CH3:20])[N:13]=2)[CH:3]=1.[NH2:21][C@@H:22]1[CH2:27][CH2:26][CH2:25][CH2:24][C@@H:23]1[NH:28][C:29](=[O:35])[O:30][C:31]([CH3:34])([CH3:33])[CH3:32]. The catalyst is CN1C(=O)CCC1. The product is [C:8]([C:5]1[N:6]=[N:7][C:2]([NH:21][C@@H:22]2[CH2:27][CH2:26][CH2:25][CH2:24][C@@H:23]2[NH:28][C:29](=[O:35])[O:30][C:31]([CH3:33])([CH3:32])[CH3:34])=[CH:3][C:4]=1[NH:11][C:12]1[CH:17]=[CH:16][CH:15]=[C:14]([O:18][CH2:19][CH3:20])[N:13]=1)(=[O:9])[NH2:10]. The yield is 0.460.